Dataset: Forward reaction prediction with 1.9M reactions from USPTO patents (1976-2016). Task: Predict the product of the given reaction. (1) Given the reactants [OH:1][CH:2]([CH:6]([CH3:8])[CH3:7])[C:3]([OH:5])=[O:4].N1C=CN=C1.[CH3:14][C:15]([Si:18](Cl)([CH3:20])[CH3:19])([CH3:17])[CH3:16].Cl.[OH-].[K+], predict the reaction product. The product is: [Si:18]([O:1][CH:2]([CH:6]([CH3:8])[CH3:7])[C:3]([OH:5])=[O:4])([C:15]([CH3:17])([CH3:16])[CH3:14])([CH3:20])[CH3:19]. (2) The product is: [Br:1][C:2]1[N+:10]([O-:11])=[CH:9][C:8]2[N:7]([CH2:12][O:13][CH2:14][CH2:15][Si:16]([CH3:19])([CH3:18])[CH3:17])[C:6]3[N:20]=[CH:21][CH:22]=[C:23]([Cl:29])[C:5]=3[C:4]=2[CH:3]=1.[Br:1][C:2]1[N+:10]([O-:11])=[CH:9][C:8]2[N:7]([CH2:12][O:13][CH2:14][CH2:15][Si:16]([CH3:19])([CH3:18])[CH3:17])[C:6]3[N:20]=[C:21]([Cl:29])[CH:22]=[CH:23][C:5]=3[C:4]=2[CH:3]=1. Given the reactants [Br:1][C:2]1[N+:10]([O-:11])=[CH:9][C:8]2[N:7]([CH2:12][O:13][CH2:14][CH2:15][Si:16]([CH3:19])([CH3:18])[CH3:17])[C:6]3=[N+:20]([O-])[CH:21]=[CH:22][CH:23]=[C:5]3[C:4]=2[CH:3]=1.CS([Cl:29])(=O)=O, predict the reaction product. (3) The product is: [CH2:17]([C:4]1[CH:3]=[CH:2][N+:1]([O-:25])=[CH:6][CH:5]=1)[C:18]1[CH:19]=[CH:20][CH:21]=[CH:14][CH:13]=1. Given the reactants [N:1]1[CH:6]=[CH:5][CH:4]=[C:3]2C(=O)NC(=O)[C:2]=12.N1[CH:21]=[CH:20][CH:19]=[C:18]2[C:13]=1[C:14](O[C:17]2=O)=O.C(N)(=[O:25])C, predict the reaction product. (4) Given the reactants [C:1]([C:5]1[CH:10]=[CH:9][C:8]([C:11]2[CH:16]=[C:15](Cl)[N:14]=[CH:13][N:12]=2)=[CH:7][C:6]=1[NH:18][C:19](=[O:25])[O:20][C:21]([CH3:24])([CH3:23])[CH3:22])([CH3:4])([CH3:3])[CH3:2].[NH2:26][C:27]1[CH:28]=[C:29]2[C:33](=[CH:34][CH:35]=1)[CH2:32][CH:31]([OH:36])[CH2:30]2, predict the reaction product. The product is: [C:1]([C:5]1[CH:10]=[CH:9][C:8]([C:11]2[CH:16]=[C:15]([NH:26][C:27]3[CH:28]=[C:29]4[C:33](=[CH:34][CH:35]=3)[CH2:32][CH:31]([OH:36])[CH2:30]4)[N:14]=[CH:13][N:12]=2)=[CH:7][C:6]=1[NH:18][C:19](=[O:25])[O:20][C:21]([CH3:24])([CH3:23])[CH3:22])([CH3:4])([CH3:3])[CH3:2].